From a dataset of Forward reaction prediction with 1.9M reactions from USPTO patents (1976-2016). Predict the product of the given reaction. (1) Given the reactants ClCCl.F[C:5](F)(F)[C:6]([OH:8])=O.C([NH:19][C@@H:20]([CH2:37][C:38]1[N:39]=[CH:40][NH:41][CH:42]=1)[C:21]([NH:23][C@@H:24]([CH2:28][C:29]1[CH:34]=[CH:33][C:32]([O:35][CH3:36])=[CH:31][CH:30]=1)[C:25]([OH:27])=O)=[O:22])(=O)C1C=CC=CC=1.CN(C(ON1N=N[C:53]2[CH:54]=C[CH:56]=[CH:57][C:52]1=2)=[N+](C)C)C.[B-](F)(F)(F)F.FC(F)(F)C(O)=O.[CH:72]1([C:78]2([OH:82])[CH2:81][NH:80][CH2:79]2)[CH2:77][CH2:76][CH2:75][CH2:74][CH2:73]1.C(=O)([O-])O.[K+], predict the reaction product. The product is: [CH:72]1([C:78]2([OH:82])[CH2:81][N:80]([C:25](=[O:27])[C@@H:24]([NH:23][C:21]([C@@H:20]([NH:19][C:6](=[O:8])[C:5]3[CH:56]=[CH:57][CH:52]=[CH:53][CH:54]=3)[CH2:37][C:38]3[N:39]=[CH:40][NH:41][CH:42]=3)=[O:22])[CH2:28][C:29]3[CH:30]=[CH:31][C:32]([O:35][CH3:36])=[CH:33][CH:34]=3)[CH2:79]2)[CH2:73][CH2:74][CH2:75][CH2:76][CH2:77]1. (2) Given the reactants [CH2:1]([O:8][C:9]1[CH:14]=[CH:13][C:12]([N:15]2[CH2:22][CH2:21][C:18]3([O:20][CH2:19]3)[CH2:17][CH2:16]2)=[CH:11][CH:10]=1)[C:2]1[CH:7]=[CH:6][CH:5]=[CH:4][CH:3]=1.[CH:23]1([NH2:26])[CH2:25][CH2:24]1, predict the reaction product. The product is: [CH2:1]([O:8][C:9]1[CH:14]=[CH:13][C:12]([N:15]2[CH2:16][CH2:17][C:18]([CH2:19][NH:26][CH:23]3[CH2:25][CH2:24]3)([OH:20])[CH2:21][CH2:22]2)=[CH:11][CH:10]=1)[C:2]1[CH:3]=[CH:4][CH:5]=[CH:6][CH:7]=1.